Dataset: Reaction yield outcomes from USPTO patents with 853,638 reactions. Task: Predict the reaction yield, written as a fraction of the theoretical maximum amount of product (1.0 means a 100% yield; for example, 0.34 means a 34% yield). The yield is 0.870. The reactants are [N:1]1([C:7]2[C:8]3[N:16]=[C:15]([Cl:17])[CH:14]=[CH:13][C:9]=3[N:10]=[CH:11][N:12]=2)[CH2:6][CH2:5][NH:4][CH2:3][CH2:2]1.[C:18]1([CH3:27])[CH:23]=[CH:22][CH:21]=[C:20]([N:24]=[C:25]=[O:26])[CH:19]=1. The product is [CH3:27][C:18]1[CH:19]=[C:20]([NH:24][C:25]([CH:2]2[CH2:3][NH:4][CH2:5][CH2:6][N:1]2[C:7]2[C:8]3[N:16]=[C:15]([Cl:17])[CH:14]=[CH:13][C:9]=3[N:10]=[CH:11][N:12]=2)=[O:26])[CH:21]=[CH:22][CH:23]=1. The catalyst is ClCCl.